Dataset: Full USPTO retrosynthesis dataset with 1.9M reactions from patents (1976-2016). Task: Predict the reactants needed to synthesize the given product. The reactants are: [Cl:1][C:2]1[CH:22]=[C:21]([NH:23][S:24]([CH3:27])(=[O:26])=[O:25])[CH:20]=[CH:19][C:3]=1[C:4]([CH:6]([C:14]([CH:16]1[CH2:18][CH2:17]1)=[O:15])C(OC(C)(C)C)=O)=[O:5].C1(C)C=CC(S(O)(=O)=O)=CC=1. Given the product [Cl:1][C:2]1[CH:22]=[C:21]([NH:23][S:24]([CH3:27])(=[O:25])=[O:26])[CH:20]=[CH:19][C:3]=1[C:4](=[O:5])[CH2:6][C:14]([CH:16]1[CH2:17][CH2:18]1)=[O:15], predict the reactants needed to synthesize it.